This data is from Full USPTO retrosynthesis dataset with 1.9M reactions from patents (1976-2016). The task is: Predict the reactants needed to synthesize the given product. (1) Given the product [CH3:15][O:16][C:17](=[O:30])[CH2:18][N:19]1[C:27]2[C:22](=[CH:23][C:24]([F:28])=[CH:25][CH:26]=2)[C:21]([CH2:47][C:46]2[C:41]([S:38]([C:33]3[CH:34]=[CH:35][CH:36]=[CH:37][C:32]=3[Cl:31])(=[O:40])=[O:39])=[N:42][CH:43]=[CH:44][CH:45]=2)=[C:20]1[CH3:29], predict the reactants needed to synthesize it. The reactants are: C([SiH](CC)CC)C.FC(F)(F)C(O)=O.[CH3:15][O:16][C:17](=[O:30])[CH2:18][N:19]1[C:27]2[C:22](=[CH:23][C:24]([F:28])=[CH:25][CH:26]=2)[CH:21]=[C:20]1[CH3:29].[Cl:31][C:32]1[CH:37]=[CH:36][CH:35]=[CH:34][C:33]=1[S:38]([C:41]1[C:46]([CH:47]=O)=[CH:45][CH:44]=[CH:43][N:42]=1)(=[O:40])=[O:39]. (2) Given the product [CH3:32][N:31]1[C:25]2[CH:24]=[CH:23][C:22]([N:18]3[CH2:17][C@H:16]([CH2:15][NH:14][C:13](=[O:35])[O:12][CH3:8])[O:20][C:19]3=[O:21])=[CH:34][C:26]=2[CH2:27][CH2:28][O:29][C:30]1=[O:33], predict the reactants needed to synthesize it. The reactants are: FC(F)(F)C(O)=O.[C:8]([O:12][C:13](=[O:35])[NH:14][CH2:15][C@@H:16]1[O:20][C:19](=[O:21])[N:18]([C:22]2[CH:23]=[CH:24][C:25]3[N:31]([CH3:32])[C:30](=[O:33])[O:29][CH2:28][CH2:27][C:26]=3[CH:34]=2)[CH2:17]1)(C)(C)C.ClC(OC)=O.NC[C@@H]1OC(=O)N(C2C=CC3N(C)C(=O)OCCC=3C=2)C1. (3) Given the product [CH2:1]([C:3]1[CH:8]=[CH:7][N:6]=[C:5]([CH:9]([CH2:14][C:15]2[CH:23]=[C:22]([CH3:24])[C:21]3[C:17](=[CH:18][N:19]([CH2:25][O:26][CH2:27][CH2:28][Si:29]([CH3:32])([CH3:31])[CH3:30])[N:20]=3)[CH:16]=2)[CH2:10][C:11]([N:75]2[CH2:72][CH2:73][CH:74]([N:40]3[CH2:39][C:48]4[C:43](=[CH:44][CH:45]=[CH:46][CH:47]=4)[NH:42][C:41]3=[O:49])[CH2:69][CH2:70]2)=[O:13])[CH:4]=1)[CH3:2], predict the reactants needed to synthesize it. The reactants are: [CH2:1]([C:3]1[CH:8]=[CH:7][N:6]=[C:5]([CH:9]([CH2:14][C:15]2[CH:23]=[C:22]([CH3:24])[C:21]3[C:17](=[CH:18][N:19]([CH2:25][O:26][CH2:27][CH2:28][Si:29]([CH3:32])([CH3:31])[CH3:30])[N:20]=3)[CH:16]=2)[CH2:10][C:11]([OH:13])=O)[CH:4]=1)[CH3:2].N1([C:39]2[C:48]3[C:43](=[CH:44][CH:45]=[CH:46][CH:47]=3)[NH:42][C:41](=[O:49])[N:40]=2)CCCCC1.C(N(CC)CC)C.CCOP(ON1N=[N:75][C:70]2C=[CH:72][CH:73]=[CH:74][C:69]=2C1=O)(OCC)=O. (4) Given the product [CH3:17][NH:18][C:19]([C:21]1[C:29]2[C:24](=[CH:25][C:26]([O:30][C:2]3[CH:7]=[CH:6][N:5]=[C:4]4[CH:8]=[C:9]([C:11]5[N:12]([CH3:16])[CH:13]=[CH:14][N:15]=5)[S:10][C:3]=34)=[CH:27][CH:28]=2)[N:23]([CH2:31][CH3:32])[C:22]=1[CH3:33])=[O:20], predict the reactants needed to synthesize it. The reactants are: Cl[C:2]1[CH:7]=[CH:6][N:5]=[C:4]2[CH:8]=[C:9]([C:11]3[N:12]([CH3:16])[CH:13]=[CH:14][N:15]=3)[S:10][C:3]=12.[CH3:17][NH:18][C:19]([C:21]1[C:29]2[C:24](=[CH:25][C:26]([OH:30])=[CH:27][CH:28]=2)[N:23]([CH2:31][CH3:32])[C:22]=1[CH3:33])=[O:20].C([O-])([O-])=O.[Cs+].[Cs+]. (5) Given the product [CH3:28][N:15]([CH3:14])[CH2:16][CH2:17][C@@H:18]([NH:27][C:7]1[C:6]([F:9])=[CH:5][C:4]([S:10]([NH2:13])(=[O:11])=[O:12])=[CH:3][C:2]=1[F:1])[CH2:19][S:20][C:21]1[CH:22]=[CH:23][CH:24]=[CH:25][CH:26]=1, predict the reactants needed to synthesize it. The reactants are: [F:1][C:2]1[CH:3]=[C:4]([S:10]([NH2:13])(=[O:12])=[O:11])[CH:5]=[C:6]([F:9])[C:7]=1F.[CH3:14][N:15]([CH3:28])[CH2:16][CH2:17][C@@H:18]([NH2:27])[CH2:19][S:20][C:21]1[CH:26]=[CH:25][CH:24]=[CH:23][CH:22]=1.CN(C)CC[C@@H](NC1C=CC(S(N)(=O)=O)=CC=1S(C(F)(F)F)(=O)=O)CSC1C=CC=CC=1. (6) Given the product [OH:3][C:4]1[CH:5]=[CH:6][C:7]2[O:11][CH:10]3[CH:12]([C:13]([O:15][CH2:16][CH3:17])=[O:14])[CH:9]3[C:8]=2[CH:18]=1, predict the reactants needed to synthesize it. The reactants are: C[Si](C)(C)[O:3][C:4]1[CH:5]=[CH:6][C:7]2[O:11][CH:10]3[CH:12]([C:13]([O:15][CH2:16][CH3:17])=[O:14])[CH:9]3[C:8]=2[CH:18]=1.Cl.CCO. (7) Given the product [CH:27]([NH:30][CH2:22][CH2:21][O:20][C:19]1[CH:18]=[C:17]([C:13]2[N:12]=[C:11]([NH:10][C:6]3[CH:5]=[C:4]4[C:9](=[CH:8][CH:7]=3)[NH:1][N:2]=[CH:3]4)[CH:16]=[CH:15][N:14]=2)[CH:26]=[CH:25][CH:24]=1)([CH3:29])[CH3:28], predict the reactants needed to synthesize it. The reactants are: [NH:1]1[C:9]2[C:4](=[CH:5][C:6]([NH:10][C:11]3[CH:16]=[CH:15][N:14]=[C:13]([C:17]4[CH:18]=[C:19]([CH:24]=[CH:25][CH:26]=4)[O:20][CH2:21][CH:22]=O)[N:12]=3)=[CH:7][CH:8]=2)[CH:3]=[N:2]1.[CH:27]([NH2:30])([CH3:29])[CH3:28].[BH3-]C#N.[Na+].